The task is: Predict the reactants needed to synthesize the given product.. This data is from Full USPTO retrosynthesis dataset with 1.9M reactions from patents (1976-2016). (1) Given the product [CH:28]([C:20]1[CH:21]=[C:22]2[C:27](=[C:18]([C:14]3[CH:13]=[C:12]([CH:17]=[CH:16][CH:15]=3)[O:11][CH2:10][C:7]3[CH:6]=[CH:5][C:4]([C:3]([OH:31])=[O:2])=[CH:9][CH:8]=3)[CH:19]=1)[N:26]=[CH:25][CH:24]=[CH:23]2)([CH3:30])[CH3:29], predict the reactants needed to synthesize it. The reactants are: C[O:2][C:3](=[O:31])[C:4]1[CH:9]=[CH:8][C:7]([CH2:10][O:11][C:12]2[CH:17]=[CH:16][CH:15]=[C:14]([C:18]3[CH:19]=[C:20]([CH:28]([CH3:30])[CH3:29])[CH:21]=[C:22]4[C:27]=3[N:26]=[CH:25][CH:24]=[CH:23]4)[CH:13]=2)=[CH:6][CH:5]=1.[Li+].[OH-].Cl. (2) Given the product [NH2:15][C:13]1[N:12]=[C:10]([NH:9][C:6]2[CH:5]=[CH:4][C:3]([O:2][CH3:1])=[CH:8][CH:7]=2)[S:11][C:17]=1[C:18](=[O:20])[CH3:19], predict the reactants needed to synthesize it. The reactants are: [CH3:1][O:2][C:3]1[CH:8]=[CH:7][C:6]([NH:9][C:10]([NH:12][C:13](=[NH:15])N)=[S:11])=[CH:5][CH:4]=1.Cl[CH2:17][C:18](=[O:20])[CH3:19].C(N(CC)CC)C.C(O)C.